Dataset: Reaction yield outcomes from USPTO patents with 853,638 reactions. Task: Predict the reaction yield, written as a fraction of the theoretical maximum amount of product (1.0 means a 100% yield; for example, 0.34 means a 34% yield). (1) The reactants are [Cl:1][C:2]1[CH:7]=[CH:6][C:5]([C:8]2[C:12]([C:13]3[N:14]=[CH:15][NH:16][CH:17]=3)=[C:11]([C:18]([F:21])([F:20])[F:19])[O:10][N:9]=2)=[CH:4][CH:3]=1.F[C:23]1[CH:28]=[CH:27][C:26]([N+:29]([O-:31])=[O:30])=[CH:25][CH:24]=1. No catalyst specified. The product is [Cl:1][C:2]1[CH:7]=[CH:6][C:5]([C:8]2[C:12]([C:13]3[N:14]=[CH:15][N:16]([C:23]4[CH:28]=[CH:27][C:26]([N+:29]([O-:31])=[O:30])=[CH:25][CH:24]=4)[CH:17]=3)=[C:11]([C:18]([F:21])([F:19])[F:20])[O:10][N:9]=2)=[CH:4][CH:3]=1. The yield is 0.760. (2) The reactants are Br[C:2]1[CH:7]=[CH:6][C:5]([N:8]([C:13]2[C:32]([CH:33]3[CH2:35][CH2:34]3)=[CH:31][C:16]3[C:17]([C:27]([NH:29][CH3:30])=[O:28])=[C:18]([C:20]4[CH:25]=[CH:24][C:23]([F:26])=[CH:22][CH:21]=4)[O:19][C:15]=3[CH:14]=2)[S:9]([CH3:12])(=[O:11])=[O:10])=[CH:4][C:3]=1[CH2:36][CH2:37][OH:38].C([O-])([O-])=O.[K+].[K+].CC1(C)C(C)(C)O[B:48](B2OC(C)(C)C(C)(C)O2)[O:47]1. The catalyst is O1CCOCC1.O.C1C=CC(P(C2C=CC=CC=2)[C-]2C=CC=C2)=CC=1.C1C=CC(P(C2C=CC=CC=2)[C-]2C=CC=C2)=CC=1.Cl[Pd]Cl.[Fe+2]. The product is [CH:33]1([C:32]2[C:13]([N:8]([C:5]3[CH:6]=[CH:7][C:2]4[B:48]([OH:47])[O:38][CH2:37][CH2:36][C:3]=4[CH:4]=3)[S:9]([CH3:12])(=[O:11])=[O:10])=[CH:14][C:15]3[O:19][C:18]([C:20]4[CH:25]=[CH:24][C:23]([F:26])=[CH:22][CH:21]=4)=[C:17]([C:27]([NH:29][CH3:30])=[O:28])[C:16]=3[CH:31]=2)[CH2:34][CH2:35]1. The yield is 0.650. (3) The reactants are [N+:1]([C:4]1[C:9](OS(C(F)(F)F)(=O)=O)=[CH:8][C:7](=[O:18])[N:6]2[CH2:19][CH2:20][S:21][C:5]=12)([O-:3])=[O:2].[F:22][C:23]1[CH:28]=[C:27]([I:29])[CH:26]=[CH:25][C:24]=1[NH2:30].C1C=CC(P(C2C(C3C(P(C4C=CC=CC=4)C4C=CC=CC=4)=CC=C4C=3C=CC=C4)=C3C(C=CC=C3)=CC=2)C2C=CC=CC=2)=CC=1.C(=O)([O-])[O-].[Cs+].[Cs+]. The catalyst is C1(C)C=CC=CC=1.CC([O-])=O.CC([O-])=O.[Pd+2]. The product is [F:22][C:23]1[CH:28]=[C:27]([I:29])[CH:26]=[CH:25][C:24]=1[NH:30][C:9]1[C:4]([N+:1]([O-:3])=[O:2])=[C:5]2[S:21][CH2:20][CH2:19][N:6]2[C:7](=[O:18])[CH:8]=1. The yield is 0.120. (4) The reactants are Cl[CH2:2][CH2:3][O:4][C:5]1[CH:6]=[CH:7][CH:8]=[C:9]2[C:13]=1[NH:12][CH:11]=[CH:10]2.[H-].[Na+]. The catalyst is CN(C)C=O. The product is [O:4]1[C:5]2=[CH:6][CH:7]=[CH:8][C:9]3[CH:10]=[CH:11][N:12]([C:13]=32)[CH2:2][CH2:3]1. The yield is 0.900. (5) The reactants are Br[C:2]1[CH:9]=[CH:8][C:5]([CH:6]=[O:7])=[C:4]([F:10])[CH:3]=1.CN(C1CCCCC1)C1CCCCC1.[C:25]([O:29][CH3:30])(=[O:28])[CH:26]=[CH2:27]. The catalyst is O1CCOCC1.C1C=CC(/C=C/C(/C=C/C2C=CC=CC=2)=O)=CC=1.C1C=CC(/C=C/C(/C=C/C2C=CC=CC=2)=O)=CC=1.C1C=CC(/C=C/C(/C=C/C2C=CC=CC=2)=O)=CC=1.[Pd].[Pd]. The product is [CH3:30][O:29][C:25](=[O:28])/[CH:26]=[CH:27]/[C:2]1[CH:9]=[CH:8][C:5]([CH:6]=[O:7])=[C:4]([F:10])[CH:3]=1. The yield is 0.800. (6) The reactants are [CH2:1]([C:3]([C:22]1[CH:27]=[CH:26][C:25]([OH:28])=[C:24]([CH3:29])[CH:23]=1)([C:6]1[CH:11]=[CH:10][C:9](/[CH:12]=[CH:13]/[C:14]2([OH:20])[CH2:19][CH2:18][CH2:17][CH2:16][CH2:15]2)=[C:8]([CH3:21])[CH:7]=1)[CH2:4][CH3:5])[CH3:2].C([O-])([O-])=O.[K+].[K+].[CH2:36]([O:38][C:39](=[O:46])[CH2:40][CH2:41][CH2:42][CH2:43][CH2:44]Br)[CH3:37].O. The catalyst is CN(C=O)C. The product is [CH2:36]([O:38][C:39](=[O:46])[CH2:40][CH2:41][CH2:42][CH2:43][CH2:44][O:28][C:25]1[CH:26]=[CH:27][C:22]([C:3]([CH2:4][CH3:5])([C:6]2[CH:11]=[CH:10][C:9](/[CH:12]=[CH:13]/[C:14]3([OH:20])[CH2:19][CH2:18][CH2:17][CH2:16][CH2:15]3)=[C:8]([CH3:21])[CH:7]=2)[CH2:1][CH3:2])=[CH:23][C:24]=1[CH3:29])[CH3:37]. The yield is 0.850. (7) The reactants are [C:1](Cl)(Cl)=[S:2].[F:5][C:6]1[CH:12]=[C:11]([I:13])[CH:10]=[CH:9][C:7]=1[NH2:8]. The catalyst is C(Cl)(Cl)Cl.O. The product is [F:5][C:6]1[CH:12]=[C:11]([I:13])[CH:10]=[CH:9][C:7]=1[N:8]=[C:1]=[S:2]. The yield is 0.880.